Predict the product of the given reaction. From a dataset of Forward reaction prediction with 1.9M reactions from USPTO patents (1976-2016). (1) Given the reactants [NH2:1][C:2]1[CH:3]=[C:4]([CH:9]=[CH:10][C:11]=1[O:12][CH2:13][C:14]1[CH:19]=[CH:18][CH:17]=[CH:16][CH:15]=1)[C:5]([O:7][CH3:8])=[O:6].[CH3:20][S:21](Cl)(=[O:23])=[O:22], predict the reaction product. The product is: [CH2:13]([O:12][C:11]1[CH:10]=[CH:9][C:4]([C:5]([O:7][CH3:8])=[O:6])=[CH:3][C:2]=1[NH:1][S:21]([CH3:20])(=[O:23])=[O:22])[C:14]1[CH:19]=[CH:18][CH:17]=[CH:16][CH:15]=1. (2) Given the reactants [C:1]([O:7][C@H:8]1[CH2:13][CH2:12][C@@:11]([C@H:15]2[CH2:28][CH2:27][C@@:26]3([CH3:29])[C@@H:17]([CH2:18][C:19]4[C:20]3=[N:21][C:22]([Cl:25])=[CH:23][CH:24]=4)[C@@H:16]2[CH2:30][OH:31])([CH3:14])[C@@H:10]([CH2:32][OH:33])[CH2:9]1)(=[O:6])[C:2]([CH3:5])([CH3:4])[CH3:3].[C:34](Cl)(=[O:39])[C:35]([CH3:38])([CH3:37])[CH3:36], predict the reaction product. The product is: [C:34]([O:33][CH2:32][C@H:10]1[CH2:9][C@@H:8]([O:7][C:1](=[O:6])[C:2]([CH3:5])([CH3:4])[CH3:3])[CH2:13][CH2:12][C@@:11]1([C@H:15]1[CH2:28][CH2:27][C@@:26]2([CH3:29])[C@@H:17]([CH2:18][C:19]3[C:20]2=[N:21][C:22]([Cl:25])=[CH:23][CH:24]=3)[C@@H:16]1[CH2:30][OH:31])[CH3:14])(=[O:39])[C:35]([CH3:38])([CH3:37])[CH3:36]. (3) Given the reactants [Cl:1][C:2]1[CH:3]=[C:4]([C:10]2([C:25]([F:28])([F:27])[F:26])[O:14][N:13]=[C:12]([C:15]3[CH:23]=[CH:22][C:18]([C:19]([OH:21])=O)=[C:17]([CH3:24])[CH:16]=3)[CH2:11]2)[CH:5]=[C:6]([Cl:9])[C:7]=1[Cl:8].CCN(C(C)C)C(C)C.CN(C(ON1N=NC2C=CC=NC1=2)=[N+](C)C)C.F[P-](F)(F)(F)(F)F.Cl.[NH2:63][CH2:64][C:65]1[CH:66]=[CH:67][C:68]2[C:72]3([CH2:76][CH2:75][CH2:74][CH2:73]3)[O:71][B:70]([OH:77])[C:69]=2[CH:78]=1, predict the reaction product. The product is: [OH:77][B:70]1[C:69]2[CH:78]=[C:65]([CH2:64][NH:63][C:19](=[O:21])[C:18]3[CH:22]=[CH:23][C:15]([C:12]4[CH2:11][C:10]([C:4]5[CH:3]=[C:2]([Cl:1])[C:7]([Cl:8])=[C:6]([Cl:9])[CH:5]=5)([C:25]([F:26])([F:28])[F:27])[O:14][N:13]=4)=[CH:16][C:17]=3[CH3:24])[CH:66]=[CH:67][C:68]=2[C:72]2([CH2:73][CH2:74][CH2:75][CH2:76]2)[O:71]1. (4) Given the reactants [F:1][C:2]([F:11])([F:10])[C@H:3]1[CH2:8][CH2:7][C@H:6]([NH2:9])[CH2:5][CH2:4]1.[OH:12][CH2:13][CH2:14][O:15][C:16]1[N:24]=[C:23]([NH2:25])[C:22]([N+:26]([O-:28])=[O:27])=[CH:21][C:17]=1[C:18](O)=[O:19].CN(C(ON1N=NC2C=CC=CC1=2)=[N+](C)C)C.[B-](F)(F)(F)F, predict the reaction product. The product is: [F:1][C:2]([F:10])([F:11])[C@H:3]1[CH2:4][CH2:5][C@H:6]([NH:9][C:18](=[O:19])[C:17]2[CH:21]=[C:22]([N+:26]([O-:28])=[O:27])[C:23]([NH2:25])=[N:24][C:16]=2[O:15][CH2:14][CH2:13][OH:12])[CH2:7][CH2:8]1. (5) Given the reactants [C:1]([S:5]([CH2:8][C:9]1[CH:10]=[C:11]([CH:13]=[CH:14][CH:15]=1)[NH2:12])(=[O:7])=[O:6])([CH3:4])([CH3:3])[CH3:2].Cl[C:17]1[N:22]=[C:21]([C:23]2[CH:28]=[CH:27][C:26]([F:29])=[CH:25][C:24]=2[F:30])[C:20]([F:31])=[CH:19][N:18]=1, predict the reaction product. The product is: [C:1]([S:5]([CH2:8][C:9]1[CH:10]=[C:11]([NH:12][C:17]2[N:22]=[C:21]([C:23]3[CH:28]=[CH:27][C:26]([F:29])=[CH:25][C:24]=3[F:30])[C:20]([F:31])=[CH:19][N:18]=2)[CH:13]=[CH:14][CH:15]=1)(=[O:7])=[O:6])([CH3:4])([CH3:2])[CH3:3].